Dataset: Reaction yield outcomes from USPTO patents with 853,638 reactions. Task: Predict the reaction yield, written as a fraction of the theoretical maximum amount of product (1.0 means a 100% yield; for example, 0.34 means a 34% yield). The reactants are [F:1][C:2]1[CH:3]=[CH:4][C:5]2[N:9]=[C:8]([C:10]3[O:11][C:12]([CH3:15])=[CH:13][CH:14]=3)[N:7]([C:16]3[C:24]4[O:23][CH2:22][C@@H:21]([N:25](C(=O)C(F)(F)F)[C:26]5[CH:39]=[CH:38][C:29]6[C@H:30]([CH2:33][C:34]([O:36]C)=[O:35])[CH2:31][O:32][C:28]=6[CH:27]=5)[C:20]=4[CH:19]=[CH:18][CH:17]=3)[C:6]=2[CH:46]=1.[OH-].[Na+].Cl. The catalyst is O1CCCC1.CO.O. The product is [F:1][C:2]1[CH:3]=[CH:4][C:5]2[N:9]=[C:8]([C:10]3[O:11][C:12]([CH3:15])=[CH:13][CH:14]=3)[N:7]([C:16]3[C:24]4[O:23][CH2:22][C@@H:21]([NH:25][C:26]5[CH:39]=[CH:38][C:29]6[C@H:30]([CH2:33][C:34]([OH:36])=[O:35])[CH2:31][O:32][C:28]=6[CH:27]=5)[C:20]=4[CH:19]=[CH:18][CH:17]=3)[C:6]=2[CH:46]=1. The yield is 1.00.